From a dataset of Full USPTO retrosynthesis dataset with 1.9M reactions from patents (1976-2016). Predict the reactants needed to synthesize the given product. (1) Given the product [NH:1]1[CH:5]=[C:4]([CH:6]2[CH2:10][CH2:9][N:8]([C:11]([N:13]3[C:22]4[C:17](=[CH:18][CH:19]=[CH:20][CH:21]=4)[N:16]([C:23]4[CH:24]=[CH:25][C:26]([C:27]([OH:29])=[O:28])=[CH:31][CH:32]=4)[CH2:15][CH2:14]3)=[O:12])[CH2:7]2)[CH:3]=[N:2]1, predict the reactants needed to synthesize it. The reactants are: [NH:1]1[CH:5]=[C:4]([CH:6]2[CH2:10][CH2:9][N:8]([C:11]([N:13]3[C:22]4[C:17](=[CH:18][CH:19]=[CH:20][CH:21]=4)[N:16]([C:23]4[CH:32]=[CH:31][C:26]([C:27]([O:29]C)=[O:28])=[CH:25][CH:24]=4)[CH2:15][CH2:14]3)=[O:12])[CH2:7]2)[CH:3]=[N:2]1.O.[OH-].[Li+]. (2) Given the product [CH3:14][NH:15][C:2]1[C:7]([C:8]([O:10][CH2:11][CH3:12])=[S:9])=[CH:6][N:5]=[C:4]([CH3:13])[N:3]=1, predict the reactants needed to synthesize it. The reactants are: Cl[C:2]1[C:7]([C:8]([O:10][CH2:11][CH3:12])=[S:9])=[CH:6][N:5]=[C:4]([CH3:13])[N:3]=1.[CH3:14][NH2:15].C(O)C. (3) Given the product [C:1]([N:5]1[CH:9]=[C:8]([CH2:10][N:11]([CH2:12][C:13]2[N:27]=[N:26][N:25]([CH2:28][CH2:29][OH:30])[CH:14]=2)[CH2:15][C:16]2[N:17]=[N:18][N:19]([C:21]([CH3:24])([CH3:23])[CH3:22])[CH:20]=2)[N:7]=[N:6]1)([CH3:3])([CH3:4])[CH3:2], predict the reactants needed to synthesize it. The reactants are: [C:1]([N:5]1[CH:9]=[C:8]([CH2:10][N:11]([CH2:15][C:16]2[N:17]=[N:18][N:19]([C:21]([CH3:24])([CH3:23])[CH3:22])[CH:20]=2)[CH2:12][C:13]#[CH:14])[N:7]=[N:6]1)([CH3:4])([CH3:3])[CH3:2].[N:25]([CH2:28][CH2:29][OH:30])=[N+:26]=[N-:27].O=C1O[C@H]([C@H](CO)O)C([O-])=C1O.[Na+]. (4) Given the product [C:2]([C:3]1[N:16]([CH2:17][CH:18]2[CH2:23][CH2:22][O:21][CH2:20][CH2:19]2)[C:15]2[CH:14]=[CH:13][C:8]([C:9]([O:11][CH3:12])=[O:10])=[CH:7][C:6]=2[N:5]=1)([CH3:25])([CH3:24])[CH3:1], predict the reactants needed to synthesize it. The reactants are: [CH3:1][C:2]([CH3:25])([CH3:24])[C:3]([NH:5][C:6]1[CH:7]=[C:8]([CH:13]=[CH:14][C:15]=1[NH:16][CH2:17][CH:18]1[CH2:23][CH2:22][O:21][CH2:20][CH2:19]1)[C:9]([O:11][CH3:12])=[O:10])=O.C(O)(=O)C(C)(C)C. (5) The reactants are: [NH:1]1[CH2:6][CH2:5][CH:4]([C:7]2[N:11]3[C:12]4[CH:18]=[CH:17][NH:16][C:13]=4[N:14]=[CH:15][C:10]3=[N:9][N:8]=2)[CH2:3][CH2:2]1.N1C=CC=CC=1.[C:25]([CH2:27][C:28](OC1C(F)=C(F)C(F)=C(F)C=1F)=[O:29])#[N:26]. Given the product [C:7]1([CH:4]2[CH2:3][CH2:2][N:1]([C:28](=[O:29])[CH2:27][C:25]#[N:26])[CH2:6][CH2:5]2)[N:11]2[C:12]3[CH:18]=[CH:17][NH:16][C:13]=3[N:14]=[CH:15][C:10]2=[N:9][N:8]=1, predict the reactants needed to synthesize it. (6) Given the product [CH2:1]([C:3]1[C:10]([C:11]2[CH:16]=[N:15][C:14]([C:17]3[CH:22]=[CH:21][C:20]([O:23][CH:24]([CH3:26])[CH3:25])=[C:19]([C:27]([F:30])([F:29])[F:28])[CH:18]=3)=[N:13][CH:12]=2)=[CH:9][CH:8]=[CH:7][C:4]=1[CH2:31][N:32]([CH3:37])[CH2:33][C:34]([OH:36])=[O:35])[CH3:2], predict the reactants needed to synthesize it. The reactants are: [CH2:1]([C:3]1[C:10]([C:11]2[CH:12]=[N:13][C:14]([C:17]3[CH:22]=[CH:21][C:20]([O:23][CH:24]([CH3:26])[CH3:25])=[C:19]([C:27]([F:30])([F:29])[F:28])[CH:18]=3)=[N:15][CH:16]=2)=[CH:9][CH:8]=[CH:7][C:4]=1C=O)[CH3:2].[CH3:31][NH:32][CH2:33][C:34]([OH:36])=[O:35].[C:37](O)(=O)C.